Dataset: Retrosynthesis with 50K atom-mapped reactions and 10 reaction types from USPTO. Task: Predict the reactants needed to synthesize the given product. (1) Given the product CN1CCCN(c2ccccc2C#N)CC1, predict the reactants needed to synthesize it. The reactants are: CN1CCCNCC1.N#Cc1ccccc1F. (2) Given the product CC(C)(C)C(OC(=O)Nc1ccccc1)C(=CC1CCCCC1)n1cncn1, predict the reactants needed to synthesize it. The reactants are: CC(C)(C)C(O)C(=CC1CCCCC1)n1cncn1.O=C=Nc1ccccc1. (3) Given the product CC1c2ccc3c(ccn3C)c2CCN1C(=O)c1cc2ncc(Br)cn2n1, predict the reactants needed to synthesize it. The reactants are: CC1NCCc2c1ccc1c2ccn1C.O=C(O)c1cc2ncc(Br)cn2n1. (4) Given the product COc1ccc(-c2ncn(C)c2-c2ccc(OC)cc2)cc1, predict the reactants needed to synthesize it. The reactants are: CI.COc1ccc(-c2nc[nH]c2-c2ccc(OC)cc2)cc1. (5) Given the product Cc1cc(COc2ccc(C(O)C(CNCc3ccccc3)C(=O)NO)cc2)c2ccccc2n1, predict the reactants needed to synthesize it. The reactants are: Cc1cc(COc2ccc(C(O)C(CN(Cc3ccccc3)C(=O)OC(C)(C)C)C(=O)NO)cc2)c2ccccc2n1. (6) Given the product C[C@@H](Cn1ccc(-c2cc(F)c(C#N)c(Cl)c2)n1)NC(=O)c1cn(C)c(C2CC2)n1, predict the reactants needed to synthesize it. The reactants are: C[C@H](N)Cn1ccc(-c2cc(F)c(C#N)c(Cl)c2)n1.Cn1cc(C(=O)O)nc1C1CC1. (7) Given the product CC(C)(C)OC(=O)NC1(c2ccccc2)CCNC1, predict the reactants needed to synthesize it. The reactants are: CC(C)(C)OC(=O)NC1(c2ccccc2)CCN(Cc2ccccc2)C1. (8) Given the product Cc1sc(C(=O)OC(C)C)cc1-c1csc(Nc2ccccc2)n1, predict the reactants needed to synthesize it. The reactants are: Cc1sc(C(=O)OC(C)C)cc1C(=O)CBr.NC(=S)Nc1ccccc1. (9) The reactants are: CCOC(=O)N1CCC(Nc2nc3ccccc3[nH]2)C1.ClCc1cscn1. Given the product CCOC(=O)N1CCC(Nc2nc3ccccc3n2Cc2cscn2)C1, predict the reactants needed to synthesize it.